From a dataset of Full USPTO retrosynthesis dataset with 1.9M reactions from patents (1976-2016). Predict the reactants needed to synthesize the given product. (1) Given the product [Br:21][CH2:1][C:2]#[C:3][CH2:4][CH2:5][CH2:6][CH2:7][CH2:8][CH2:9][CH2:10][CH2:11][CH2:12][CH2:13][CH2:14][CH2:15][CH2:16][CH2:17][CH3:18], predict the reactants needed to synthesize it. The reactants are: [CH2:1](O)[C:2]#[C:3][CH2:4][CH2:5][CH2:6][CH2:7][CH2:8][CH2:9][CH2:10][CH2:11][CH2:12][CH2:13][CH2:14][CH2:15][CH2:16][CH2:17][CH3:18].C(Br)(Br)(Br)[Br:21].C1(P(C2C=CC=CC=2)C2C=CC=CC=2)C=CC=CC=1. (2) The reactants are: I[C:2]1[C:10]2[C:5](=[N:6][CH:7]=[N:8][C:9]=2[NH2:11])[NH:4][N:3]=1.[F:12][C:13]1[CH:18]=[CH:17][C:16](B(O)O)=[C:15]([O:22][CH3:23])[CH:14]=1.C(=O)([O-])[O-].[Na+].[Na+].ClCCl. Given the product [F:12][C:13]1[CH:18]=[CH:17][C:16]([C:2]2[C:10]3[C:5](=[N:6][CH:7]=[N:8][C:9]=3[NH2:11])[NH:4][N:3]=2)=[C:15]([O:22][CH3:23])[CH:14]=1, predict the reactants needed to synthesize it. (3) Given the product [Br:26][C:12]1[S:13][C:9]([NH:8][C:6]([O:5][C:1]([CH3:4])([CH3:3])[CH3:2])=[O:7])=[C:10]([C:14]([O:16][CH2:17][CH3:18])=[O:15])[N:11]=1, predict the reactants needed to synthesize it. The reactants are: [C:1]([O:5][C:6]([NH:8][C:9]1[S:13][CH:12]=[N:11][C:10]=1[C:14]([O:16][CH2:17][CH3:18])=[O:15])=[O:7])([CH3:4])([CH3:3])[CH3:2].C1C(=O)N([Br:26])C(=O)C1. (4) Given the product [ClH:49].[NH2:40][C@@H:29]([CH2:30][CH2:31][C:32]([N:33]1[CH2:34][CH2:35][CH2:36][CH2:37][CH2:38]1)=[O:39])[C:28]([N:25]1[CH2:24][CH2:23][CH:22]([N:13]2[N:12]=[C:11]([C:5]3[CH:6]=[CH:7][C:8]([O:9][CH3:10])=[C:3]([O:2][CH3:1])[CH:4]=3)[C@@H:20]3[C@@H:15]([CH2:16][CH2:17][CH2:18][CH2:19]3)[C:14]2=[O:21])[CH2:27][CH2:26]1)=[O:48], predict the reactants needed to synthesize it. The reactants are: [CH3:1][O:2][C:3]1[CH:4]=[C:5]([C:11]2[C@@H:20]3[C@@H:15]([CH2:16][CH2:17][CH2:18][CH2:19]3)[C:14](=[O:21])[N:13]([CH:22]3[CH2:27][CH2:26][N:25]([C:28](=[O:48])[C@@H:29]([NH:40]C(=O)OC(C)(C)C)[CH2:30][CH2:31][C:32](=[O:39])[N:33]4[CH2:38][CH2:37][CH2:36][CH2:35][CH2:34]4)[CH2:24][CH2:23]3)[N:12]=2)[CH:6]=[CH:7][C:8]=1[O:9][CH3:10].[ClH:49]. (5) The reactants are: [OH:1][C:2]1[CH:10]=[C:9]2[C:5]([CH2:6][CH2:7][C:8]2=[O:11])=[CH:4][CH:3]=1.C([O-])([O-])=O.[K+].[K+].[CH:18]1[CH:23]=[CH:22][C:21]([CH2:24]Br)=[CH:20][CH:19]=1. Given the product [CH2:24]([O:1][C:2]1[CH:10]=[C:9]2[C:5]([CH2:6][CH2:7][C:8]2=[O:11])=[CH:4][CH:3]=1)[C:21]1[CH:22]=[CH:23][CH:18]=[CH:19][CH:20]=1, predict the reactants needed to synthesize it. (6) Given the product [Br:1][C:2]1[CH:7]=[CH:6][C:5]([S:8]([N:14]2[CH2:15][CH2:16][O:17][CH2:18][C@H:13]2[CH3:12])(=[O:10])=[O:9])=[CH:4][CH:3]=1, predict the reactants needed to synthesize it. The reactants are: [Br:1][C:2]1[CH:7]=[CH:6][C:5]([S:8](Cl)(=[O:10])=[O:9])=[CH:4][CH:3]=1.[CH3:12][C@@H:13]1[CH2:18][O:17][CH2:16][CH2:15][NH:14]1. (7) The reactants are: ClC(Cl)C.COC(=O)C[CH:9]1[C:13]2[CH:14]=[CH:15][C:16]([NH2:18])=[CH:17][C:12]=2[O:11][CH2:10]1.[CH:20]([C:22]1[CH:23]=[CH:24][CH:25]=[C:26]2[C:31]=1[N:30]([C:32]([O:34][C:35]([CH3:38])([CH3:37])[CH3:36])=[O:33])[CH2:29][CH2:28][CH2:27]2)=O.[C:49]([O:48][BH-]([O:48][C:49](=[O:51])[CH3:50])[O:48][C:49](=[O:51])[CH3:50])(=[O:51])[CH3:50].[Na+].[BH4-].[Na+].[C:55](O)(=O)[CH2:56][C:57](CC(O)=O)(C(O)=O)O.C(=O)(O)[O-].[Na+]. Given the product [CH:56]([O:48][C:49](=[O:51])[CH2:50][CH:9]1[C:13]2[CH:14]=[CH:15][C:16]([NH:18][CH2:20][C:22]3[CH:23]=[CH:24][CH:25]=[C:26]4[C:31]=3[N:30]([C:32]([O:34][C:35]([CH3:38])([CH3:37])[CH3:36])=[O:33])[CH2:29][CH2:28][CH2:27]4)=[CH:17][C:12]=2[O:11][CH2:10]1)([CH3:57])[CH3:55], predict the reactants needed to synthesize it.